Dataset: Catalyst prediction with 721,799 reactions and 888 catalyst types from USPTO. Task: Predict which catalyst facilitates the given reaction. (1) Reactant: Cl.Cl.[NH2:3][C:4]1[CH:11]=[C:10]([CH2:12][N:13]2[CH2:18][CH2:17][CH:16]([CH2:19][C:20]3[NH:24][C:23]4[CH:25]=[C:26]([Cl:29])[CH:27]=[CH:28][C:22]=4[N:21]=3)[CH2:15][C:14]2=[O:30])[CH:9]=[CH:8][C:5]=1[C:6]#[N:7].[C:31](#[N:33])[CH3:32]. Product: [NH2:7][C:6]1[C:5]2[C:4](=[CH:11][C:10]([CH2:12][N:13]3[CH2:18][CH2:17][CH:16]([CH2:19][C:20]4[NH:24][C:23]5[CH:25]=[C:26]([Cl:29])[CH:27]=[CH:28][C:22]=5[N:21]=4)[CH2:15][C:14]3=[O:30])=[CH:9][CH:8]=2)[N:3]=[C:31]([CH3:32])[N:33]=1. The catalyst class is: 12. (2) The catalyst class is: 3. Reactant: [OH:1][CH2:2][C:3]([CH3:9])([CH3:8])[C:4]([O:6][CH3:7])=[O:5].C(N(CC)C(C)C)(C)C.[C:19]([Si:23]([CH3:26])([CH3:25])Cl)([CH3:22])([CH3:21])[CH3:20]. Product: [Si:23]([O:1][CH2:2][C:3]([CH3:9])([CH3:8])[C:4]([O:6][CH3:7])=[O:5])([C:19]([CH3:22])([CH3:21])[CH3:20])([CH3:26])[CH3:25]. (3) Reactant: [CH3:1][O:2][C:3]([NH:5][NH2:6])=[O:4].[CH3:7][N:8]([CH3:22])[CH2:9][CH2:10][C:11]1[C:19]2[C:14](=[CH:15][CH:16]=[C:17]([CH:20]=O)[CH:18]=2)[NH:13][CH:12]=1. Product: [CH3:1][O:2][C:3]([NH:5][N:6]=[CH:20][C:17]1[CH:18]=[C:19]2[C:14](=[CH:15][CH:16]=1)[NH:13][CH:12]=[C:11]2[CH2:10][CH2:9][N:8]([CH3:22])[CH3:7])=[O:4]. The catalyst class is: 5. (4) Reactant: C(NC(C)C)(C)C.C([Li])CCC.[Cl:13][C:14]1[C:15]2[N:22]([CH3:23])[CH:21]=[CH:20][C:16]=2[N:17]=[CH:18][N:19]=1.C1(C)C=CC(S([Cl:33])(=O)=O)=CC=1. Product: [Cl:13][C:14]1[C:15]2[N:22]([CH3:23])[C:21]([Cl:33])=[CH:20][C:16]=2[N:17]=[CH:18][N:19]=1. The catalyst class is: 30.